From a dataset of Reaction yield outcomes from USPTO patents with 853,638 reactions. Predict the reaction yield, written as a fraction of the theoretical maximum amount of product (1.0 means a 100% yield; for example, 0.34 means a 34% yield). (1) The reactants are [CH:1]([S:4]([C:6]1[CH:16]=[CH:15][C:9]([C:10]([O:12]CC)=[O:11])=[CH:8][CH:7]=1)=[O:5])([CH3:3])[CH3:2].[OH-].[Na+].Cl. The catalyst is CCO. The product is [CH:1]([S:4]([C:6]1[CH:16]=[CH:15][C:9]([C:10]([OH:12])=[O:11])=[CH:8][CH:7]=1)=[O:5])([CH3:3])[CH3:2]. The yield is 0.800. (2) The reactants are Cl[CH2:2][CH2:3][CH2:4][N:5]1[CH2:11][CH2:10][C:9](=[O:12])[C:8]2[N:13]([CH3:16])[CH:14]=[CH:15][C:7]=2[S:6]1(=[O:18])=[O:17].[F:19][C:20]1[CH:25]=[CH:24][C:23]([N:26]2[CH2:31][CH2:30][NH:29][CH2:28][CH2:27]2)=[CH:22][CH:21]=1.C(=O)([O-])[O-].[K+].[K+].[I-].[Na+]. The catalyst is C(#N)C. The product is [F:19][C:20]1[CH:21]=[CH:22][C:23]([N:26]2[CH2:31][CH2:30][N:29]([CH2:2][CH2:3][CH2:4][N:5]3[CH2:11][CH2:10][C:9](=[O:12])[C:8]4[N:13]([CH3:16])[CH:14]=[CH:15][C:7]=4[S:6]3(=[O:18])=[O:17])[CH2:28][CH2:27]2)=[CH:24][CH:25]=1. The yield is 1.00.